Dataset: Catalyst prediction with 721,799 reactions and 888 catalyst types from USPTO. Task: Predict which catalyst facilitates the given reaction. (1) The catalyst class is: 405. Reactant: [H-].[Na+].[CH3:3][C:4]([N:7]([C:11]1[S:12][C:13]2[CH:19]=[C:18]([S:20][C:21]3[N:25]4[N:26]=[C:27]([C:30]5[CH:35]=[CH:34][C:33]([F:36])=[CH:32][CH:31]=5)[CH:28]=[CH:29][C:24]4=[N:23][N:22]=3)[CH:17]=[CH:16][C:14]=2[N:15]=1)C(=O)[O-])(C)C.[CH3:37][O:38]CCCl.C1(C)C=CC=CC=1. Product: [F:36][C:33]1[CH:34]=[CH:35][C:30]([C:27]2[CH:28]=[CH:29][C:24]3[N:25]([C:21]([S:20][C:18]4[CH:17]=[CH:16][C:14]5[N:15]=[C:11]([NH:7][CH2:4][CH2:3][O:38][CH3:37])[S:12][C:13]=5[CH:19]=4)=[N:22][N:23]=3)[N:26]=2)=[CH:31][CH:32]=1. (2) Reactant: [Cl:1][C:2]1[CH:7]=[CH:6][C:5](/[CH:8]=[CH:9]/[C:10](O)=[O:11])=[CH:4][C:3]=1[O:13][CH3:14].C(N(CC)CC)C.P([N:38]=[N+:39]=[N-:40])(=O)(OC1C=CC=CC=1)OC1C=CC=CC=1. Product: [Cl:1][C:2]1[CH:7]=[CH:6][C:5](/[CH:8]=[CH:9]/[C:10]([N:38]=[N+:39]=[N-:40])=[O:11])=[CH:4][C:3]=1[O:13][CH3:14]. The catalyst class is: 48. (3) Reactant: [Br:1][C:2]1[CH:7]=[CH:6][C:5]([F:8])=[CH:4][N:3]=1.[Li+].CC([N-]C(C)C)C.CN(C)[CH:19]=[O:20]. Product: [Br:1][C:2]1[CH:7]=[C:6]([CH:19]=[O:20])[C:5]([F:8])=[CH:4][N:3]=1. The catalyst class is: 7. (4) Reactant: [N+:1]([C:4]1[CH:5]=[C:6]2[C:11](=[CH:12][CH:13]=1)[C:9](=[O:10])[O:8][CH:7]2[B:14]([OH:16])[OH:15])([O-])=O.C([O-])=O.[NH4+]. Product: [NH2:1][C:4]1[CH:5]=[C:6]2[C:11](=[CH:12][CH:13]=1)[C:9](=[O:10])[O:8][CH:7]2[B:14]([OH:16])[OH:15]. The catalyst class is: 304. (5) Reactant: C[Si]([N-:5][Si](C)(C)C)(C)C.[Li+].[Br-].C1(C([PH3+])([C:25]2[CH:30]=CC=CC=2)C2C=CC=CC=2)C=CC=CC=1.[CH3:32][O:33][C:34]1[CH:35]=[C:36]([C:42]([C:44]2[CH:49]=[CH:48][C:47]([O:50][CH3:51])=[C:46]([N+:52]([O-:54])=[O:53])[CH:45]=2)=O)[CH:37]=[C:38]([O:40][CH3:41])[CH:39]=1. Product: [CH3:32][O:33][C:34]1[CH:35]=[C:36]([C:42]([C:44]2[CH:49]=[CH:48][C:47]([O:50][CH3:51])=[C:46]([N+:52]([O-:54])=[O:53])[CH:45]=2)=[CH:25][C:30]#[N:5])[CH:37]=[C:38]([O:40][CH3:41])[CH:39]=1. The catalyst class is: 1. (6) Reactant: [CH:1]([C@H:14]1[N:19]2[CH2:20][CH2:21][NH:22][CH2:23][C@H:18]2[CH2:17][N:16]([CH2:24][C:25]2[C:30]([O:31][CH3:32])=[CH:29][CH:28]=[C:27]([N:33]3[C:37]([C:38]([F:41])([F:40])[F:39])=[N:36][N:35]=[N:34]3)[C:26]=2[O:42][CH3:43])[CH2:15]1)([C:8]1[CH:13]=[CH:12][CH:11]=[CH:10][CH:9]=1)[C:2]1[CH:7]=[CH:6][CH:5]=[CH:4][CH:3]=1.[ClH:44]. Product: [ClH:44].[ClH:44].[ClH:44].[CH:1]([C@H:14]1[N:19]2[CH2:20][CH2:21][NH:22][CH2:23][C@H:18]2[CH2:17][N:16]([CH2:24][C:25]2[C:30]([O:31][CH3:32])=[CH:29][CH:28]=[C:27]([N:33]3[C:37]([C:38]([F:39])([F:41])[F:40])=[N:36][N:35]=[N:34]3)[C:26]=2[O:42][CH3:43])[CH2:15]1)([C:8]1[CH:13]=[CH:12][CH:11]=[CH:10][CH:9]=1)[C:2]1[CH:7]=[CH:6][CH:5]=[CH:4][CH:3]=1. The catalyst class is: 13.